Task: Predict the reactants needed to synthesize the given product.. Dataset: Full USPTO retrosynthesis dataset with 1.9M reactions from patents (1976-2016) The reactants are: C[N:2]([CH:4]=[C:5]([N:11]1[CH:15]=[CH:14][N:13]=[CH:12]1)[C:6]([O:8]CC)=O)C.[Cl:16][C:17]1[CH:22]=[C:21]([NH:23]N)[N:20]=[CH:19][N:18]=1.FC(F)(F)C(O)=O. Given the product [ClH:16].[Cl:16][C:17]1[N:18]=[CH:19][N:20]=[C:21]([N:23]2[C:6](=[O:8])[C:5]([N:11]3[CH:15]=[CH:14][N:13]=[CH:12]3)=[CH:4][NH:2]2)[CH:22]=1, predict the reactants needed to synthesize it.